This data is from Full USPTO retrosynthesis dataset with 1.9M reactions from patents (1976-2016). The task is: Predict the reactants needed to synthesize the given product. (1) Given the product [CH:1]1([C:6]2([CH3:15])[N:10]([CH2:11][CH3:12])[C:9](=[O:13])[N:8]([CH2:18][C:19](=[O:20])[C:21]3[CH:22]=[N:23][CH:24]=[CH:25][CH:26]=3)[C:7]2=[O:14])[CH2:2][CH2:3][CH2:4][CH2:5]1, predict the reactants needed to synthesize it. The reactants are: [CH:1]1([C:6]2([CH3:15])[N:10]([CH2:11][CH3:12])[C:9](=[O:13])[NH:8][C:7]2=[O:14])[CH2:5][CH2:4][CH2:3][CH2:2]1.Br.Br[CH2:18][C:19]([C:21]1[CH:22]=[N:23][CH:24]=[CH:25][CH:26]=1)=[O:20]. (2) Given the product [CH:23]1([CH2:22][N:18]2[C:17]([C:6]3[CH:5]=[C:4]([CH:9]=[C:8]([C:10]4[CH:15]=[CH:14][C:13]([CH3:16])=[CH:12][N:11]=4)[CH:7]=3)[C:3]([OH:26])=[O:2])=[CH:21][CH:20]=[N:19]2)[CH2:25][CH2:24]1, predict the reactants needed to synthesize it. The reactants are: C[O:2][C:3](=[O:26])[C:4]1[CH:9]=[C:8]([C:10]2[CH:15]=[CH:14][C:13]([CH3:16])=[CH:12][N:11]=2)[CH:7]=[C:6]([C:17]2[N:18]([CH2:22][CH:23]3[CH2:25][CH2:24]3)[N:19]=[CH:20][CH:21]=2)[CH:5]=1.[OH-].[Na+]. (3) The reactants are: [S:1]1[CH:5]=[CH:4][C:3]2[S:6][CH:7]=[CH:8][C:2]1=2.C([Li])(C)(C)C.[CH3:14][Sn:15](Cl)([CH3:17])[CH3:16]. Given the product [CH3:14][Sn:15]([CH3:17])([CH3:16])[SH:1]1[CH:5]=[C:4]([Sn:15]([CH3:17])([CH3:16])[CH3:14])[C:3]2[S:6][CH:7]=[CH:8][C:2]1=2, predict the reactants needed to synthesize it. (4) The reactants are: [C:1]([C:3]1[CH:11]=[CH:10][C:6]([C:7]([OH:9])=[O:8])=[CH:5][CH:4]=1)#[N:2]. Given the product [NH2:2][CH2:1][C:3]1[CH:4]=[CH:5][C:6]([C:7]([OH:9])=[O:8])=[CH:10][CH:11]=1, predict the reactants needed to synthesize it. (5) Given the product [I:21][C:3]1[CH:4]=[C:5]([C:17]([O:19][CH3:20])=[O:18])[C:6]2[NH:7][C:8]3[C:13](=[CH:12][CH:11]=[CH:10][CH:9]=3)[C:14](=[O:16])[C:15]=2[CH:2]=1, predict the reactants needed to synthesize it. The reactants are: I[C:2]1[C:15]2[C:14](=[O:16])[C:13]3[C:8](=[CH:9][CH:10]=[CH:11][CH:12]=3)[NH:7][C:6]=2[C:5]([C:17]([O:19][CH3:20])=[O:18])=[CH:4][CH:3]=1.[I:21]C1C=CC(C(OC)=O)=C(NC2C=CC=CC=2C(O)=O)C=1. (6) The reactants are: Br[C:2]1[CH:3]=[C:4]([CH:10]=[C:11]([F:13])[CH:12]=1)[C:5]([O:7][CH2:8][CH3:9])=[O:6].[Br:14][C:15]1[CH2:19][CH2:18][CH2:17][C:16]=1B(O)O.C(=O)([O-])[O-].[K+].[K+]. Given the product [Br:14][C:15]1[CH2:19][CH2:18][CH2:17][C:16]=1[C:2]1[CH:3]=[C:4]([CH:10]=[C:11]([F:13])[CH:12]=1)[C:5]([O:7][CH2:8][CH3:9])=[O:6], predict the reactants needed to synthesize it. (7) Given the product [NH2:17][C:14]1[CH:15]=[N:16][C:9]([S:8][CH2:1][C:2]2[CH:7]=[CH:6][CH:5]=[CH:4][CH:3]=2)=[C:10]([CH:13]=1)[C:11]#[N:12], predict the reactants needed to synthesize it. The reactants are: [CH2:1]([S:8][C:9]1[N:16]=[CH:15][C:14]([N+:17]([O-])=O)=[CH:13][C:10]=1[C:11]#[N:12])[C:2]1[CH:7]=[CH:6][CH:5]=[CH:4][CH:3]=1.CC(O)=O.